This data is from Forward reaction prediction with 1.9M reactions from USPTO patents (1976-2016). The task is: Predict the product of the given reaction. Given the reactants CS[C:3]([NH:9][C:10]1[CH:15]=[CH:14][CH:13]=[CH:12][CH:11]=1)=[C:4]([C:7]#[N:8])[C:5]#[N:6].O.[NH2:17][NH2:18], predict the reaction product. The product is: [NH2:6][C:5]1[NH:18][N:17]=[C:3]([NH:9][C:10]2[CH:15]=[CH:14][CH:13]=[CH:12][CH:11]=2)[C:4]=1[C:7]#[N:8].